This data is from Reaction yield outcomes from USPTO patents with 853,638 reactions. The task is: Predict the reaction yield, written as a fraction of the theoretical maximum amount of product (1.0 means a 100% yield; for example, 0.34 means a 34% yield). (1) The reactants are [CH3:1][O:2][C:3]([C:5]1[S:6][CH:7]=[CH:8][C:9]=1[NH2:10])=[O:4].[Cl:11][C:12]1[CH:17]=[CH:16][C:15]([N:18]=[C:19]=[S:20])=[CH:14][CH:13]=1. No catalyst specified. The product is [Cl:11][C:12]1[CH:17]=[CH:16][C:15]([NH:18][C:19]([NH:10][C:9]2[CH:8]=[CH:7][S:6][C:5]=2[C:3]([O:2][CH3:1])=[O:4])=[S:20])=[CH:14][CH:13]=1. The yield is 0.440. (2) The reactants are [H-].[Na+].[CH2:3]([N:5]([CH2:40][CH3:41])[C:6]([C:8]1[NH:9][C:10]2[C:15]([C:16]=1[CH2:17][N:18]([CH2:25][C:26]1[CH:31]=[C:30]([C:32]([F:35])([F:34])[F:33])[CH:29]=[C:28]([C:36]([F:39])([F:38])[F:37])[CH:27]=1)[C:19]1[N:20]=[N:21][N:22]([CH3:24])[N:23]=1)=[CH:14][CH:13]=[CH:12][CH:11]=2)=[O:7])[CH3:4].[CH3:42]I. The catalyst is CN(C=O)C. The product is [CH2:40]([N:5]([CH2:3][CH3:4])[C:6]([C:8]1[N:9]([CH3:42])[C:10]2[C:15]([C:16]=1[CH2:17][N:18]([CH2:25][C:26]1[CH:31]=[C:30]([C:32]([F:33])([F:34])[F:35])[CH:29]=[C:28]([C:36]([F:39])([F:38])[F:37])[CH:27]=1)[C:19]1[N:20]=[N:21][N:22]([CH3:24])[N:23]=1)=[CH:14][CH:13]=[CH:12][CH:11]=2)=[O:7])[CH3:41]. The yield is 0.600. (3) The reactants are NC1N=C(C=O)C=CN=1.C[O:11][CH:12](OC)[C:13]1[CH:18]=[CH:17][N:16]=[C:15]([NH:19][CH3:20])[N:14]=1. No catalyst specified. The product is [CH3:20][NH:19][C:15]1[N:14]=[C:13]([CH:12]=[O:11])[CH:18]=[CH:17][N:16]=1. The yield is 0.300. (4) The reactants are C([N:8]1[CH2:13][CH2:12][CH:11]([N:14]([CH3:35])[C:15](=[O:34])[CH2:16][O:17][C:18]2[N:23]=[C:22]([CH3:24])[C:21]([NH:25][C:26](=[O:32])[O:27][C:28]([CH3:31])([CH3:30])[CH3:29])=[C:20]([CH3:33])[N:19]=2)[CH2:10][CH2:9]1)C1C=CC=CC=1. The catalyst is CO.[Pd]. The product is [CH3:24][C:22]1[C:21]([NH:25][C:26](=[O:32])[O:27][C:28]([CH3:31])([CH3:29])[CH3:30])=[C:20]([CH3:33])[N:19]=[C:18]([O:17][CH2:16][C:15]([N:14]([CH3:35])[CH:11]2[CH2:10][CH2:9][NH:8][CH2:13][CH2:12]2)=[O:34])[N:23]=1. The yield is 0.960. (5) The reactants are [H-].[Na+].[CH3:3][S:4][C:5]1[CH:10]=[CH:9][C:8]([NH2:11])=[CH:7][CH:6]=1.Cl[C:13]1[C:22]2[C:17](=[CH:18][CH:19]=[CH:20][CH:21]=2)[C:16]([C:23]2[CH:28]=[N:27][CH:26]=[C:25]([N:29]3[CH2:34][CH2:33][O:32][CH2:31][CH2:30]3)[N:24]=2)=[CH:15][N:14]=1.C(Cl)Cl. The catalyst is C1COCC1. The product is [CH3:3][S:4][C:5]1[CH:10]=[CH:9][C:8]([NH:11][C:13]2[C:22]3[C:17](=[CH:18][CH:19]=[CH:20][CH:21]=3)[C:16]([C:23]3[CH:28]=[N:27][CH:26]=[C:25]([N:29]4[CH2:34][CH2:33][O:32][CH2:31][CH2:30]4)[N:24]=3)=[CH:15][N:14]=2)=[CH:7][CH:6]=1. The yield is 0.990. (6) The reactants are Cl[CH:2]1[C:7](=[O:8])[CH2:6][C:5]([CH:20]2[CH2:24][CH2:23][CH2:22][CH2:21]2)([CH2:9][CH2:10][C:11]#[C:12][C:13]2[CH:18]=[CH:17][CH:16]=[C:15]([OH:19])[CH:14]=2)[O:4][C:3]1=[O:25].[SH:26][C:27]1[S:28][CH:29]=[CH:30][N:31]=1.C(N(CC)CC)C. The catalyst is CN(C=O)C. The product is [CH:20]1([C:5]2([CH2:9][CH2:10][C:11]#[C:12][C:13]3[CH:18]=[CH:17][CH:16]=[C:15]([OH:19])[CH:14]=3)[O:4][C:3](=[O:25])[C:2]([S:26][C:27]3[S:28][CH:29]=[CH:30][N:31]=3)=[C:7]([OH:8])[CH2:6]2)[CH2:24][CH2:23][CH2:22][CH2:21]1. The yield is 0.110. (7) The catalyst is C1COCC1.O. The yield is 0.800. The product is [Cl:12][C:13]1[C:14]([N+:20]([O-:22])=[O:21])=[C:15]([CH:16]=[CH:17][CH:18]=1)[NH:11][C:8]1[CH:9]=[CH:10][C:5]([O:4][CH3:3])=[CH:6][CH:7]=1. The reactants are [H-].[Na+].[CH3:3][O:4][C:5]1[CH:10]=[CH:9][C:8]([NH2:11])=[CH:7][CH:6]=1.[Cl:12][C:13]1[CH:18]=[CH:17][CH:16]=[C:15](Cl)[C:14]=1[N+:20]([O-:22])=[O:21].Cl. (8) The reactants are [CH2:1]([C:8]1([OH:19])[CH2:11][N:10](C(OC(C)(C)C)=O)[CH2:9]1)[C:2]1[CH:7]=[CH:6][CH:5]=[CH:4][CH:3]=1.[ClH:20]. No catalyst specified. The product is [ClH:20].[CH2:1]([C:8]1([OH:19])[CH2:11][NH:10][CH2:9]1)[C:2]1[CH:3]=[CH:4][CH:5]=[CH:6][CH:7]=1. The yield is 0.900. (9) The reactants are [N:1]1[C:10]2[C:5](=[CH:6][C:7]([C:11]3([C:14]([O:16]C)=O)[CH2:13][CH2:12]3)=[CH:8][CH:9]=2)[CH:4]=[CH:3][CH:2]=1.O.[NH2:19][NH2:20]. The catalyst is CO. The product is [N:1]1[C:10]2[C:5](=[CH:6][C:7]([C:11]3([C:14]([NH:19][NH2:20])=[O:16])[CH2:13][CH2:12]3)=[CH:8][CH:9]=2)[CH:4]=[CH:3][CH:2]=1. The yield is 1.00. (10) The reactants are [C:1]([NH:6][NH:7][C:8]([C:10]1[C:14]([CH3:15])=[C:13]([C:16]2[CH:21]=[CH:20][C:19]([Cl:22])=[CH:18][CH:17]=2)[N:12]([C:23]2[CH:28]=[CH:27][C:26]([Cl:29])=[CH:25][C:24]=2[Cl:30])[N:11]=1)=O)(=[O:5])[CH2:2][CH2:3][CH3:4].CC[N+](S(N=C(OC)[O-])(=O)=O)(CC)CC. The catalyst is C1COCC1. The product is [Cl:22][C:19]1[CH:20]=[CH:21][C:16]([C:13]2[N:12]([C:23]3[CH:28]=[CH:27][C:26]([Cl:29])=[CH:25][C:24]=3[Cl:30])[N:11]=[C:10]([C:8]3[O:5][C:1]([CH2:2][CH2:3][CH3:4])=[N:6][N:7]=3)[C:14]=2[CH3:15])=[CH:17][CH:18]=1. The yield is 0.610.